This data is from NCI-60 drug combinations with 297,098 pairs across 59 cell lines. The task is: Regression. Given two drug SMILES strings and cell line genomic features, predict the synergy score measuring deviation from expected non-interaction effect. (1) Drug 1: CCC1=CC2CC(C3=C(CN(C2)C1)C4=CC=CC=C4N3)(C5=C(C=C6C(=C5)C78CCN9C7C(C=CC9)(C(C(C8N6C)(C(=O)OC)O)OC(=O)C)CC)OC)C(=O)OC.C(C(C(=O)O)O)(C(=O)O)O. Drug 2: CNC(=O)C1=NC=CC(=C1)OC2=CC=C(C=C2)NC(=O)NC3=CC(=C(C=C3)Cl)C(F)(F)F. Cell line: ACHN. Synergy scores: CSS=29.7, Synergy_ZIP=-3.39, Synergy_Bliss=0.116, Synergy_Loewe=-4.03, Synergy_HSA=1.17. (2) Drug 1: C1CCC(C1)C(CC#N)N2C=C(C=N2)C3=C4C=CNC4=NC=N3. Drug 2: CN(C(=O)NC(C=O)C(C(C(CO)O)O)O)N=O. Cell line: SF-539. Synergy scores: CSS=-0.409, Synergy_ZIP=-2.34, Synergy_Bliss=-5.45, Synergy_Loewe=-11.5, Synergy_HSA=-4.72. (3) Drug 1: CN(C)N=NC1=C(NC=N1)C(=O)N. Drug 2: C1CCC(C(C1)N)N.C(=O)(C(=O)[O-])[O-].[Pt+4]. Cell line: SF-268. Synergy scores: CSS=5.56, Synergy_ZIP=0.388, Synergy_Bliss=2.07, Synergy_Loewe=-28.2, Synergy_HSA=-3.06. (4) Drug 1: CC(C)NC(=O)C1=CC=C(C=C1)CNNC.Cl. Drug 2: C1C(C(OC1N2C=NC3=C2NC=NCC3O)CO)O. Cell line: T-47D. Synergy scores: CSS=0.517, Synergy_ZIP=-0.916, Synergy_Bliss=-1.03, Synergy_Loewe=-0.566, Synergy_HSA=-1.50. (5) Drug 1: C(CN)CNCCSP(=O)(O)O. Drug 2: CCC1(C2=C(COC1=O)C(=O)N3CC4=CC5=C(C=CC(=C5CN(C)C)O)N=C4C3=C2)O.Cl. Cell line: CAKI-1. Synergy scores: CSS=33.8, Synergy_ZIP=-3.68, Synergy_Bliss=-4.49, Synergy_Loewe=-83.7, Synergy_HSA=-10.0.